From a dataset of Reaction yield outcomes from USPTO patents with 853,638 reactions. Predict the reaction yield, written as a fraction of the theoretical maximum amount of product (1.0 means a 100% yield; for example, 0.34 means a 34% yield). (1) The reactants are [CH2:1]([C@H:5]1[C@H:13]([CH3:14])[O:12][C:11](=[O:15])[C@@H:10]([NH:16][C:17](=[O:23])[O:18][C:19]([CH3:22])([CH3:21])[CH3:20])[CH2:9][CH2:8][O:7][C@@H:6]1[CH2:24][OH:25])[CH2:2][CH2:3][CH3:4].[C:26](Cl)(=[O:30])[CH:27]([CH3:29])[CH3:28]. The catalyst is N1C=CC=CC=1.CN(C1C=CN=CC=1)C. The product is [C:26]([O:25][CH2:24][C@@H:6]1[C@@H:5]([CH2:1][CH2:2][CH2:3][CH3:4])[C@H:13]([CH3:14])[O:12][C:11](=[O:15])[C@@H:10]([NH:16][C:17]([O:18][C:19]([CH3:22])([CH3:21])[CH3:20])=[O:23])[CH2:9][CH2:8][O:7]1)(=[O:30])[CH:27]([CH3:29])[CH3:28]. The yield is 0.790. (2) The reactants are [C:1]([O:5][C:6]1[N:11]=[C:10]([O:12][C:13]([CH3:16])([CH3:15])[CH3:14])[C:9](B(O)O)=[CH:8][N:7]=1)([CH3:4])([CH3:3])[CH3:2].Br[C:21]1[S:22][CH:23]=[CH:24][C:25]=1[CH3:26].C([O-])([O-])=O.[Na+].[Na+].C1C=CC(P(C2C=CC=CC=2)C2C=CC=CC=2)=CC=1. The catalyst is C(O)CC.CC([O-])=O.CC([O-])=O.[Pd+2]. The product is [C:1]([O:5][C:6]1[N:11]=[C:10]([O:12][C:13]([CH3:16])([CH3:15])[CH3:14])[C:9]([C:21]2[S:22][CH:23]=[CH:24][C:25]=2[CH3:26])=[CH:8][N:7]=1)([CH3:4])([CH3:3])[CH3:2]. The yield is 0.320.